This data is from HIV replication inhibition screening data with 41,000+ compounds from the AIDS Antiviral Screen. The task is: Binary Classification. Given a drug SMILES string, predict its activity (active/inactive) in a high-throughput screening assay against a specified biological target. (1) The result is 0 (inactive). The drug is CC(=NNC(=S)N(C)C)c1ccccn1. (2) The molecule is CS(=O)(=O)O.Cc1nc2c(C)c3c([nH]c4ccc(Cl)cc43)c(C)c2c(O)c1C. The result is 0 (inactive).